From a dataset of Retrosynthesis with 50K atom-mapped reactions and 10 reaction types from USPTO. Predict the reactants needed to synthesize the given product. (1) The reactants are: Cc1cc(C(=O)O)ccc1C(=O)N1CCCC1.NC(CCC(=O)OCc1ccccc1)c1nc2cc(Cl)ccc2[nH]1. Given the product Cc1cc(C(=O)NC(CCC(=O)OCc2ccccc2)c2nc3cc(Cl)ccc3[nH]2)ccc1C(=O)N1CCCC1, predict the reactants needed to synthesize it. (2) Given the product Cc1ccc2[nH]c3c(c2c1)CCC(C(C)(C#N)S(=O)(=O)c1ccccc1)C3, predict the reactants needed to synthesize it. The reactants are: CC(C#N)(C1CCCC(=O)C1)S(=O)(=O)c1ccccc1.Cc1ccc(NN)cc1. (3) The reactants are: CCI.O=[N+]([O-])C=C1NCCC1Cc1ccc(Cl)nc1. Given the product CCN1CCC(Cc2ccc(Cl)nc2)C1=C[N+](=O)[O-], predict the reactants needed to synthesize it. (4) Given the product CN1Cc2c(C#Cc3ccc(Cl)cc3)ncn2-c2ccc(F)cc2C1=O, predict the reactants needed to synthesize it. The reactants are: C#Cc1ccc(Cl)cc1.CN1Cc2c(I)ncn2-c2ccc(F)cc2C1=O. (5) Given the product FC(F)(F)c1cccc(-c2nnnn2Cc2cccnc2)c1I, predict the reactants needed to synthesize it. The reactants are: BrCc1cccnc1.FC(F)(F)c1cccc(-c2nnn[nH]2)c1I. (6) Given the product CCCCC(=O)c1ccc2c(c1)CCN2C(C)=O, predict the reactants needed to synthesize it. The reactants are: CC(=O)N1CCc2ccccc21.CCCCC(=O)Cl.